Task: Predict the reaction yield, written as a fraction of the theoretical maximum amount of product (1.0 means a 100% yield; for example, 0.34 means a 34% yield).. Dataset: Reaction yield outcomes from USPTO patents with 853,638 reactions (1) The reactants are O=P(Cl)(Cl)Cl.FC(F)(F)C([NH:10][C:11]1[CH:16]=[CH:15][N:14]2[N:17]=[CH:18][CH:19]=[C:13]2[CH:12]=1)=O.[OH-].[Na+].CN([CH:27]=[O:28])C. The catalyst is CO. The product is [NH2:10][C:11]1[CH:16]=[CH:15][N:14]2[N:17]=[CH:18][C:19]([CH:27]=[O:28])=[C:13]2[CH:12]=1. The yield is 0.830. (2) The reactants are [Cl:1][C:2]1[CH:3]=[C:4]([N:10]2[CH:18]([CH:19]3[CH2:23][CH2:22][CH2:21][CH2:20]3)[CH:17]3[C:12]([C:13]4[CH:27]=[CH:26][C:25]([C:28]([OH:30])=[O:29])=[CH:24][C:14]=4[CH2:15][CH2:16]3)=[N:11]2)[CH:5]=[CH:6][C:7]=1[C:8]#[N:9].[CH3:31][CH:32](O)[CH3:33]. No catalyst specified. The product is [Cl:1][C:2]1[CH:3]=[C:4]([N:10]2[CH:18]([CH:19]3[CH2:20][CH2:21][CH2:22][CH2:23]3)[CH:17]3[C:12]([C:13]4[CH:27]=[CH:26][C:25]([C:28]([O:30][CH:32]([CH3:33])[CH3:31])=[O:29])=[CH:24][C:14]=4[CH2:15][CH2:16]3)=[N:11]2)[CH:5]=[CH:6][C:7]=1[C:8]#[N:9]. The yield is 0.660.